Dataset: Reaction yield outcomes from USPTO patents with 853,638 reactions. Task: Predict the reaction yield, written as a fraction of the theoretical maximum amount of product (1.0 means a 100% yield; for example, 0.34 means a 34% yield). (1) The reactants are I[C:2]1[C:3]2[C:8]([C:9]([C:16]3[CH:21]=[CH:20][CH:19]=[CH:18][CH:17]=3)=[C:10]3[C:15]=1[CH:14]=[CH:13][CH:12]=[CH:11]3)=[CH:7][CH:6]=[CH:5][CH:4]=2.[Br:22][C:23]1[CH:28]=[CH:27][C:26](B(O)O)=[CH:25][CH:24]=1.C(=O)([O-])[O-].[K+].[K+]. The catalyst is C1C=CC([P]([Pd]([P](C2C=CC=CC=2)(C2C=CC=CC=2)C2C=CC=CC=2)([P](C2C=CC=CC=2)(C2C=CC=CC=2)C2C=CC=CC=2)[P](C2C=CC=CC=2)(C2C=CC=CC=2)C2C=CC=CC=2)(C2C=CC=CC=2)C2C=CC=CC=2)=CC=1.C1(C)C=CC=CC=1. The product is [Br:22][C:23]1[CH:28]=[CH:27][C:26]([C:2]2[C:3]3[C:8]([C:9]([C:16]4[CH:21]=[CH:20][CH:19]=[CH:18][CH:17]=4)=[C:10]4[C:15]=2[CH:14]=[CH:13][CH:12]=[CH:11]4)=[CH:7][CH:6]=[CH:5][CH:4]=3)=[CH:25][CH:24]=1. The yield is 0.450. (2) The reactants are [N:1]1([C:7]([O:9][C:10]([CH3:13])([CH3:12])[CH3:11])=[O:8])[CH2:6][CH2:5][NH:4][CH2:3][CH2:2]1.C(N(CC)CC)C.[CH3:21][S:22](Cl)(=[O:24])=[O:23]. The catalyst is C(Cl)Cl. The product is [C:10]([O:9][C:7]([N:1]1[CH2:6][CH2:5][N:4]([S:22]([CH3:21])(=[O:24])=[O:23])[CH2:3][CH2:2]1)=[O:8])([CH3:13])([CH3:12])[CH3:11]. The yield is 0.980. (3) The reactants are [N+:1]([C:4]1[CH:5]=[C:6]([NH2:11])[C:7]([NH2:10])=[CH:8][CH:9]=1)([O-:3])=[O:2].ClC(Cl)(Cl)C(=N)OC.[NH4+].[Cl-].CCN(C(C)C)C(C)C.[CH3:31][C:32]([OH:34])=[O:33]. No catalyst specified. The product is [N+:1]([C:4]1[CH:9]=[CH:8][C:7]2[NH:10][C:31]([C:32]([OH:34])=[O:33])=[N:11][C:6]=2[CH:5]=1)([O-:3])=[O:2]. The yield is 0.300. (4) The reactants are [CH3:1][C@@H:2]1[O:7][C:6]2[N:8]=[CH:9][C:10]([NH2:12])=[CH:11][C:5]=2[N:4]([S:13]([C:16]2[CH:17]=[C:18]([CH3:22])[CH:19]=[CH:20][CH:21]=2)(=[O:15])=[O:14])[CH2:3]1.C(N(CC)C(C)C)(C)C.[Cl:32][C:33]1[CH:41]=[CH:40][CH:39]=[C:38]([F:42])[C:34]=1[C:35](Cl)=[O:36]. The catalyst is O1CCCC1.C(OCC)(=O)C. The product is [Cl:32][C:33]1[CH:41]=[CH:40][CH:39]=[C:38]([F:42])[C:34]=1[C:35]([NH:12][C:10]1[CH:9]=[N:8][C:6]2[O:7][C@@H:2]([CH3:1])[CH2:3][N:4]([S:13]([C:16]3[CH:17]=[C:18]([CH3:22])[CH:19]=[CH:20][CH:21]=3)(=[O:14])=[O:15])[C:5]=2[CH:11]=1)=[O:36]. The yield is 0.540. (5) The reactants are [OH:1][CH2:2][C:3]([CH3:8])([CH3:7])[C:4]([OH:6])=O.[CH3:9][O:10][C:11]1[CH:18]=[CH:17][C:14]([CH2:15][NH2:16])=[CH:13][CH:12]=1. No catalyst specified. The product is [OH:1][CH2:2][C:3]([CH3:8])([CH3:7])[C:4]([NH:16][CH2:15][C:14]1[CH:17]=[CH:18][C:11]([O:10][CH3:9])=[CH:12][CH:13]=1)=[O:6]. The yield is 0.970. (6) The reactants are [CH2:1]([NH2:12])[C:2]1[CH:11]=[CH:10][C:7]([O:8][CH3:9])=[C:4]([O:5][CH3:6])[CH:3]=1.[CH2:13]1[CH2:20][O:19][S:16](=[O:18])(=[O:17])[CH2:15][CH2:14]1. The catalyst is O1CCOCC1. The product is [CH3:6][O:5][C:4]1[CH:3]=[C:2]([CH:11]=[CH:10][C:7]=1[O:8][CH3:9])[CH2:1][NH:12][CH:13]([CH3:20])[CH2:14][CH2:15][S:16]([OH:19])(=[O:18])=[O:17]. The yield is 0.180.